From a dataset of Forward reaction prediction with 1.9M reactions from USPTO patents (1976-2016). Predict the product of the given reaction. Given the reactants [NH2:1][C:2]1[CH:3]=[C:4]2[C:20](=[O:21])[NH:19][N:18]=[CH:17][C:6]3=[C:7]([C:11]4[CH:16]=[CH:15][CH:14]=[CH:13][CH:12]=4)[NH:8][C:9]([CH:10]=1)=[C:5]23.[C:22]1(/[CH:28]=[CH:29]/[CH2:30][C:31](O)=[O:32])[CH:27]=[CH:26][CH:25]=[CH:24][CH:23]=1.C(N(CC)CC)C.F[P-](F)(F)(F)(F)F.N1(OC(N(C)C)=[N+](C)C)C2N=CC=CC=2N=N1, predict the reaction product. The product is: [O:21]=[C:20]1[C:4]2[C:5]3[C:6](=[C:7]([C:11]4[CH:12]=[CH:13][CH:14]=[CH:15][CH:16]=4)[NH:8][C:9]=3[CH:10]=[C:2]([NH:1][C:31](=[O:32])[CH2:30]/[CH:29]=[CH:28]/[C:22]3[CH:27]=[CH:26][CH:25]=[CH:24][CH:23]=3)[CH:3]=2)[CH:17]=[N:18][NH:19]1.